Predict which catalyst facilitates the given reaction. From a dataset of Catalyst prediction with 721,799 reactions and 888 catalyst types from USPTO. (1) Reactant: [C:1]([C:3]1[CH:13]=[CH:12][C:6]([O:7][CH2:8][C:9](O)=[O:10])=[CH:5][CH:4]=1)#[N:2].C(Cl)(=O)C([Cl:17])=O.CN(C)C=O. Product: [C:1]([C:3]1[CH:13]=[CH:12][C:6]([O:7][CH2:8][C:9]([Cl:17])=[O:10])=[CH:5][CH:4]=1)#[N:2]. The catalyst class is: 4. (2) Reactant: [C:1]([C:5]1[O:9][N:8]=[C:7]([NH:10][C:11]([NH:13][C:14]2[CH:19]=[CH:18][CH:17]=[C:16]([SH:20])[CH:15]=2)=[O:12])[CH:6]=1)([CH3:4])([CH3:3])[CH3:2].Cl[C:22]1[C:31]2[C:26](=[CH:27][C:28]([O:39][CH3:40])=[CH:29][C:30]=2[O:32][CH:33]2[CH2:38][CH2:37][O:36][CH2:35][CH2:34]2)[N:25]=[CH:24][N:23]=1.C([O-])([O-])=O.[Cs+].[Cs+]. Product: [C:1]([C:5]1[O:9][N:8]=[C:7]([NH:10][C:11]([NH:13][C:14]2[CH:19]=[CH:18][CH:17]=[C:16]([S:20][C:22]3[C:31]4[C:26](=[CH:27][C:28]([O:39][CH3:40])=[CH:29][C:30]=4[O:32][CH:33]4[CH2:34][CH2:35][O:36][CH2:37][CH2:38]4)[N:25]=[CH:24][N:23]=3)[CH:15]=2)=[O:12])[CH:6]=1)([CH3:4])([CH3:2])[CH3:3]. The catalyst class is: 32. (3) Reactant: C([O:3][C:4]([C:6]1[C:7](=[O:36])[C:8]2[CH:13]=[N:12][C:11]([NH:14][C:15]3[CH:20]=[CH:19][CH:18]=[C:17]([CH2:21][N:22]([CH3:24])[CH3:23])[CH:16]=3)=[N:10][C:9]=2[N:25]([C:27]2[CH:28]=[C:29]3[C:33](=[CH:34][CH:35]=2)[CH2:32][CH2:31][CH2:30]3)[CH:26]=1)=O)C.[CH2:37]([NH2:39])C. Product: [CH3:37][NH:39][C:4]([C:6]1[C:7](=[O:36])[C:8]2[CH:13]=[N:12][C:11]([NH:14][C:15]3[CH:20]=[CH:19][CH:18]=[C:17]([CH2:21][N:22]([CH3:23])[CH3:24])[CH:16]=3)=[N:10][C:9]=2[N:25]([C:27]2[CH:28]=[C:29]3[C:33](=[CH:34][CH:35]=2)[CH2:32][CH2:31][CH2:30]3)[CH:26]=1)=[O:3]. The catalyst class is: 5. (4) Reactant: [CH3:1][O:2][C:3]1[CH:4]=[C:5]([N:15]2[CH2:20][CH2:19][N:18]([CH3:21])[CH2:17][CH2:16]2)[CH:6]=[CH:7][C:8]=1[C:9]#[C:10][Si](C)(C)C.C(=O)([O-])[O-].[K+].[K+]. Product: [C:9]([C:8]1[CH:7]=[CH:6][C:5]([N:15]2[CH2:16][CH2:17][N:18]([CH3:21])[CH2:19][CH2:20]2)=[CH:4][C:3]=1[O:2][CH3:1])#[CH:10]. The catalyst class is: 5. (5) Reactant: O.O.[Sn](Cl)Cl.[Br:6][C:7]1[CH:13]=[CH:12][CH:11]=[C:10]([N+:14]([O-])=O)[C:8]=1[NH2:9].[OH-].[Na+]. Product: [NH2:14][C:10]1[CH:11]=[CH:12][CH:13]=[C:7]([Br:6])[C:8]=1[NH2:9]. The catalyst class is: 33.